This data is from Catalyst prediction with 721,799 reactions and 888 catalyst types from USPTO. The task is: Predict which catalyst facilitates the given reaction. (1) Reactant: Br[C:2]1[CH:3]=[C:4]([CH2:7][O:8][C:9]2[CH:14]=[CH:13][C:12]3[C:15]4([CH2:30][O:31][C:11]=3[CH:10]=2)[CH2:20][CH2:19][N:18]([CH2:21][CH2:22][C:23]([O:25][C:26]([CH3:29])([CH3:28])[CH3:27])=[O:24])[CH2:17][CH2:16]4)[S:5][CH:6]=1. Product: [CH2:6]([C:2]1[CH:3]=[C:4]([CH2:7][O:8][C:9]2[CH:14]=[CH:13][C:12]3[C:15]4([CH2:30][O:31][C:11]=3[CH:10]=2)[CH2:20][CH2:19][N:18]([CH2:21][CH2:22][C:23]([O:25][C:26]([CH3:28])([CH3:29])[CH3:27])=[O:24])[CH2:17][CH2:16]4)[S:5][CH:6]=1)[CH2:2][CH2:3][CH3:4]. The catalyst class is: 164. (2) Product: [OH:25][CH:22]1[CH2:23][CH2:24][C:19]2([C:17](=[O:16])[N:11]([C:8]3[CH:9]=[N:10][C:5]([O:4][CH2:3][C:2]([F:1])([F:12])[F:13])=[CH:6][CH:7]=3)[CH2:27][CH2:26]2)[CH2:20][CH2:21]1. The catalyst class is: 11. Reactant: [F:1][C:2]([F:13])([F:12])[CH2:3][O:4][C:5]1[N:10]=[CH:9][C:8]([NH2:11])=[CH:7][CH:6]=1.C([O:16][C:17]([C:19]1([CH2:26][CH2:27]OC)[CH2:24][CH2:23][CH:22]([OH:25])[CH2:21][CH2:20]1)=O)C.[Cl-].C[Al+]C. (3) Reactant: [C:1]([C:4]1[NH:8][C:7]2[C:9]([Cl:13])=[C:10]([Cl:12])[S:11][C:6]=2[CH:5]=1)([OH:3])=O.C1C=CC2N(O)N=NC=2C=1.CCN(C(C)C)C(C)C.[NH2:33][CH:34]1[CH2:43][CH2:42][C:41]2[C:36](=[CH:37][CH:38]=[CH:39][CH:40]=2)[CH:35]1[OH:44].CCN=C=NCCCN(C)C. Product: [Cl:12][C:10]1[S:11][C:6]2[CH:5]=[C:4]([C:1](=[O:3])[NH:33][CH:34]3[CH2:43][CH2:42][C:41]4[C:36](=[CH:37][CH:38]=[CH:39][CH:40]=4)[CH:35]3[OH:44])[NH:8][C:7]=2[C:9]=1[Cl:13]. The catalyst class is: 2. (4) Reactant: [F:1][C:2]1[CH:7]=[CH:6][C:5]([C:8]2[S:16][C:15]3[C:14]([N:17]4[CH2:22][CH2:21][N:20](C(OC(C)(C)C)=O)[C@H:19]([CH3:30])[CH2:18]4)=[N:13][CH:12]=[N:11][C:10]=3[CH:9]=2)=[CH:4][CH:3]=1.[ClH:31]. Product: [ClH:31].[ClH:31].[F:1][C:2]1[CH:7]=[CH:6][C:5]([C:8]2[S:16][C:15]3[C:14]([N:17]4[CH2:22][CH2:21][NH:20][C@H:19]([CH3:30])[CH2:18]4)=[N:13][CH:12]=[N:11][C:10]=3[CH:9]=2)=[CH:4][CH:3]=1. The catalyst class is: 880. (5) Reactant: [NH2:1][C:2]1[CH:3]=[C:4]([CH3:31])[C:5]([O:11][C:12]2[C:13]([CH2:29]O)=[C:14]([CH:26](O)[CH3:27])[C:15]([O:18]CC3C=CC=CC=3)=[CH:16][CH:17]=2)=[C:6]2[C:10]=1[CH2:9][CH2:8][CH2:7]2.C([SiH](CC)CC)C.FC(F)(F)C(O)=O. Product: [NH2:1][C:2]1[CH:3]=[C:4]([CH3:31])[C:5]([O:11][C:12]2[CH:17]=[CH:16][C:15]([OH:18])=[C:14]([CH2:26][CH3:27])[C:13]=2[CH3:29])=[C:6]2[C:10]=1[CH2:9][CH2:8][CH2:7]2. The catalyst class is: 4. (6) Reactant: [Cl:1][C:2]1[C:3]([CH:10]([O:13][CH3:14])[O:11][CH3:12])=[C:4]([OH:9])[CH:5]=[CH:6][C:7]=1[F:8].Cl[C:16]([F:21])([F:20])C([O-])=O.[Na+].C(=O)([O-])[O-].[K+].[K+].O. Product: [Cl:1][C:2]1[C:3]([CH:10]([O:13][CH3:14])[O:11][CH3:12])=[C:4]([O:9][CH:16]([F:21])[F:20])[CH:5]=[CH:6][C:7]=1[F:8]. The catalyst class is: 3. (7) Reactant: [Cl:1][C:2]1[N:3]=[C:4](Cl)[C:5]2[C:10]([C:11]3[CH:20]=[CH:19][C:14]([C:15]([NH:17][CH3:18])=[O:16])=[CH:13][CH:12]=3)=[CH:9][N:8]([CH2:21][O:22][CH2:23][CH2:24][Si:25]([CH3:28])([CH3:27])[CH3:26])[C:6]=2[N:7]=1.[F:30][C:31]1([F:36])[CH2:34][CH:33]([OH:35])[CH2:32]1.CC(C)([O-])C.[Na+]. Product: [Cl:1][C:2]1[N:3]=[C:4]([O:35][CH:33]2[CH2:34][C:31]([F:36])([F:30])[CH2:32]2)[C:5]2[C:10]([C:11]3[CH:12]=[CH:13][C:14]([C:15]([NH:17][CH3:18])=[O:16])=[CH:19][CH:20]=3)=[CH:9][N:8]([CH2:21][O:22][CH2:23][CH2:24][Si:25]([CH3:26])([CH3:27])[CH3:28])[C:6]=2[N:7]=1. The catalyst class is: 258. (8) Reactant: [CH3:1][O:2][C:3]1[CH:15]=[C:14]([O:16][CH3:17])[CH:13]=[CH:12][C:4]=1[CH2:5][NH:6][C:7]1[S:11][N:10]=[CH:9][N:8]=1.C[Si](C)(C)[N-][Si](C)(C)C.[Li+].[F:28][C:29]1[CH:34]=[C:33]([F:35])[C:32]([F:36])=[CH:31][C:30]=1[S:37](Cl)(=[O:39])=[O:38]. Product: [CH3:1][O:2][C:3]1[CH:15]=[C:14]([O:16][CH3:17])[CH:13]=[CH:12][C:4]=1[CH2:5][N:6]([C:7]1[S:11][N:10]=[CH:9][N:8]=1)[S:37]([C:30]1[CH:31]=[C:32]([F:36])[C:33]([F:35])=[CH:34][C:29]=1[F:28])(=[O:39])=[O:38]. The catalyst class is: 7. (9) Reactant: [N:1]1[N:5]2[CH2:6][CH2:7][CH2:8][NH:9][C:4]2=[CH:3][CH:2]=1.O=[C:11]([CH2:21][NH:22][C:23](=[O:29])[O:24][C:25]([CH3:28])([CH3:27])[CH3:26])[CH2:12][NH:13][C:14](=[O:20])[O:15][C:16]([CH3:19])([CH3:18])[CH3:17].O.C(=O)([O-])O.[Na+]. Product: [N:1]1[N:5]2[CH2:6][CH2:7][CH2:8][NH:9][C:4]2=[C:3](/[C:11](/[CH2:21][NH:22][C:23](=[O:29])[O:24][C:25]([CH3:28])([CH3:27])[CH3:26])=[CH:12]/[NH:13][C:14](=[O:20])[O:15][C:16]([CH3:19])([CH3:17])[CH3:18])[CH:2]=1. The catalyst class is: 342.